Task: Predict the reactants needed to synthesize the given product.. Dataset: Full USPTO retrosynthesis dataset with 1.9M reactions from patents (1976-2016) Given the product [Cl:26][C:25]1[C:21]([CH2:20][S:1][C:2]2[N:7]=[C:6]([OH:8])[CH:5]=[C:4]([C:9]([F:12])([F:10])[F:11])[N:3]=2)=[N:22][N:23]([CH3:27])[CH:24]=1, predict the reactants needed to synthesize it. The reactants are: [SH:1][C:2]1[N:7]=[C:6]([OH:8])[CH:5]=[C:4]([C:9]([F:12])([F:11])[F:10])[N:3]=1.C(=O)([O-])[O-].[K+].[K+].Br[CH2:20][C:21]1[C:25]([Cl:26])=[CH:24][N:23]([CH3:27])[N:22]=1.